The task is: Predict the product of the given reaction.. This data is from Forward reaction prediction with 1.9M reactions from USPTO patents (1976-2016). (1) Given the reactants [Cl:1][C:2]1[N:3]=[CH:4][NH:5][C:6]=1[Cl:7].[OH-].[K+].[Br:10][CH2:11][CH2:12][CH2:13][CH2:14][CH2:15][CH2:16][CH2:17][CH2:18][CH2:19][CH2:20][CH3:21].Cl.ClC[C:25]1[CH:34]=[CH:33][C:32]2[C:27](=[CH:28][CH:29]=CC=2)N=1, predict the reaction product. The product is: [CH2:11]([N:5]1[C:6]2[C:32](=[CH:27][CH:28]=[CH:29][CH:2]=2)[CH:33]=[C:34]([CH3:25])[CH2:4]1)[CH2:12][CH2:13][CH2:14][CH2:15][CH2:16][CH2:17][CH2:18][CH2:19][CH2:20][CH3:21].[Br-:10].[Cl:1][C:2]1[NH:3][CH:4]=[NH+:5][C:6]=1[Cl:7]. (2) The product is: [Br:5][C:6]1[CH:7]=[CH:8][C:9]([F:14])=[C:10]([CH:11]([OH:12])[CH2:1][CH2:2][CH3:3])[CH:13]=1. Given the reactants [CH3:1][CH2:2][CH2:3]Br.[Br:5][C:6]1[CH:7]=[CH:8][C:9]([F:14])=[C:10]([CH:13]=1)[CH:11]=[O:12], predict the reaction product. (3) Given the reactants [CH:1]([N:4]1[C:12]2[CH:11]=[C:10]([C:13]3[CH:14]=[N:15][CH:16]=[CH:17][CH:18]=3)[CH:9]=[C:8]([C:19]([OH:21])=O)[C:7]=2[C:6]([CH3:22])=[N:5]1)([CH3:3])[CH3:2].CCN=C=NCCCN(C)C.Cl.C1C=CC2N(O)N=NC=2C=1.CCN(C(C)C)C(C)C.[NH2:54][CH2:55][C:56]1[C:57](=[O:64])[NH:58][C:59]([CH3:63])=[CH:60][C:61]=1[CH3:62], predict the reaction product. The product is: [CH3:62][C:61]1[CH:60]=[C:59]([CH3:63])[NH:58][C:57](=[O:64])[C:56]=1[CH2:55][NH:54][C:19]([C:8]1[C:7]2[C:6]([CH3:22])=[N:5][N:4]([CH:1]([CH3:2])[CH3:3])[C:12]=2[CH:11]=[C:10]([C:13]2[CH:14]=[N:15][CH:16]=[CH:17][CH:18]=2)[CH:9]=1)=[O:21].